This data is from Reaction yield outcomes from USPTO patents with 853,638 reactions. The task is: Predict the reaction yield, written as a fraction of the theoretical maximum amount of product (1.0 means a 100% yield; for example, 0.34 means a 34% yield). (1) The reactants are C(NC(C)C)(C)C.C([Li])CCC.CCCCCC.[C:19]([O:24][CH2:25][CH3:26])(=[O:23])[CH:20]([CH3:22])[CH3:21].[Cl:27][C:28]1[CH:29]=[C:30]([C:34]2[CH:43]=[C:42]([CH:44]=[O:45])[C:41]([O:46][CH3:47])=[C:40]3[C:35]=2[CH:36]=[N:37][C:38]([NH:48][CH3:49])=[N:39]3)[CH:31]=[CH:32][CH:33]=1.[Cl-].[NH4+]. The catalyst is C1COCC1. The product is [CH2:25]([O:24][C:19]([C:20]([CH3:22])([CH3:21])[CH:44]([C:42]1[C:41]([O:46][CH3:47])=[C:40]2[C:35]([CH:36]=[N:37][C:38]([NH:48][CH3:49])=[N:39]2)=[C:34]([C:30]2[CH:31]=[CH:32][CH:33]=[C:28]([Cl:27])[CH:29]=2)[CH:43]=1)[OH:45])=[O:23])[CH3:26]. The yield is 0.800. (2) The product is [CH3:19][O:20][C:21](=[O:37])[CH2:22][CH2:23][CH2:24][CH2:25][CH2:26][CH2:27][N:28]1[CH:29](/[CH:35]=[CH:5]/[C:4](=[O:3])[CH2:12][C:13]2[CH:14]=[CH:15][CH:16]=[CH:17][CH:18]=2)[CH2:30][CH2:31][CH2:32][C:33]1=[O:34]. The catalyst is C1COCC1. The yield is 0.590. The reactants are [H-].[Na+].[O:3]=[C:4]([CH2:12][C:13]1[CH:18]=[CH:17][CH:16]=[CH:15][CH:14]=1)[CH2:5]P(=O)(OC)OC.[CH3:19][O:20][C:21](=[O:37])[CH2:22][CH2:23][CH2:24][CH2:25][CH2:26][CH2:27][N:28]1[C:33](=[O:34])[CH2:32][CH2:31][CH2:30][CH:29]1[CH:35]=O.